From a dataset of Catalyst prediction with 721,799 reactions and 888 catalyst types from USPTO. Predict which catalyst facilitates the given reaction. (1) Reactant: [Cl:1][C:2]1[CH:7]=[CH:6][CH:5]=[C:4]([Cl:8])[C:3]=1[C:9]1[N:26]([CH2:27][C@H:28]2[CH2:33][CH2:32][CH2:31][N:30](C(OC(C)(C)C)=O)[CH2:29]2)[C:12]2[N:13]=[C:14]([NH:17][CH2:18][C:19]3[CH:24]=[CH:23][CH:22]=[C:21]([OH:25])[CH:20]=3)[N:15]=[CH:16][C:11]=2[CH:10]=1.C(O)(C(F)(F)F)=O. Product: [Cl:8][C:4]1[CH:5]=[CH:6][CH:7]=[C:2]([Cl:1])[C:3]=1[C:9]1[N:26]([CH2:27][CH:28]2[CH2:33][CH2:32][CH2:31][NH:30][CH2:29]2)[C:12]2[N:13]=[C:14]([NH:17][CH2:18][C:19]3[CH:20]=[C:21]([OH:25])[CH:22]=[CH:23][CH:24]=3)[N:15]=[CH:16][C:11]=2[CH:10]=1. The catalyst class is: 2. (2) Reactant: [C:1]([NH:4][C:5]1[S:6][CH:7]=[C:8]([CH2:10][CH2:11][C:12]2[CH:17]=[CH:16][C:15]([CH2:18][C:19](OC)=[O:20])=[CH:14][CH:13]=2)[N:9]=1)(=[O:3])[CH3:2].[BH4-].[Li+].S([O-])([O-])(=O)=O.[Na+].[Na+]. Product: [OH:20][CH2:19][CH2:18][C:15]1[CH:16]=[CH:17][C:12]([CH2:11][CH2:10][C:8]2[N:9]=[C:5]([NH:4][C:1](=[O:3])[CH3:2])[S:6][CH:7]=2)=[CH:13][CH:14]=1. The catalyst class is: 7. (3) Reactant: [CH3:1][C:2]1[CH:7]([CH3:8])[O:6][CH:5]([C:9]2[CH:14]=[CH:13][N:12]=[CH:11][C:10]=2[N+:15]([O-:17])=[O:16])[CH2:4][C:3]=1[O:18][Si](C)(C)C.CC1(C)O[O:25]1.C1CCCCC=1.Cl.[OH-].[Na+]. Product: [OH:25][C:2]1([CH3:1])[C:3](=[O:18])[CH2:4][CH:5]([C:9]2[CH:14]=[CH:13][N:12]=[CH:11][C:10]=2[N+:15]([O-:17])=[O:16])[O:6][CH:7]1[CH3:8]. The catalyst class is: 2.